The task is: Predict the product of the given reaction.. This data is from Forward reaction prediction with 1.9M reactions from USPTO patents (1976-2016). (1) Given the reactants [CH2:1]([O:8][C:9]([NH:11][C:12]1[CH:17]=[CH:16][C:15]([N:18]2[CH:22]=[C:21]([C:23]([OH:25])=O)[CH:20]=[N:19]2)=[C:14]([F:26])[CH:13]=1)=[O:10])[C:2]1[CH:7]=[CH:6][CH:5]=[CH:4][CH:3]=1.F[P-](F)(F)(F)(F)F.[N:34]1(O[P+](N2CCCC2)(N2CCCC2)N2CCCC2)C2C=CC=CC=2N=N1.C(N(CC)CC)C.N, predict the reaction product. The product is: [NH2:34][C:23]([C:21]1[CH:20]=[N:19][N:18]([C:15]2[CH:16]=[CH:17][C:12]([NH:11][C:9](=[O:10])[O:8][CH2:1][C:2]3[CH:7]=[CH:6][CH:5]=[CH:4][CH:3]=3)=[CH:13][C:14]=2[F:26])[CH:22]=1)=[O:25]. (2) Given the reactants CC1N=C(N2CCN(C3C=CC=CC=3)C2=O)SC=1C(OCC)=O.[CH3:24][C:25]1[N:26]=[C:27]([N:30]2[CH2:34][CH2:33][N:32]([CH2:35][C:36]3[CH:45]=[CH:44][C:39]([C:40]([O:42]C)=[O:41])=[CH:38][CH:37]=3)[C:31]2=[O:46])[S:28][CH:29]=1, predict the reaction product. The product is: [CH3:24][C:25]1[N:26]=[C:27]([N:30]2[CH2:34][CH2:33][N:32]([CH2:35][C:36]3[CH:45]=[CH:44][C:39]([C:40]([OH:42])=[O:41])=[CH:38][CH:37]=3)[C:31]2=[O:46])[S:28][CH:29]=1. (3) Given the reactants [CH2:1]([O:8][C:9]([NH:11][C@@H:12]1[CH2:17][CH2:16][N:15]([CH2:18][CH2:19][OH:20])[CH2:14][C@H:13]1[C:21]([O:23][CH3:24])=[O:22])=[O:10])[C:2]1[CH:7]=[CH:6][CH:5]=[CH:4][CH:3]=1.[CH3:25][S:26](Cl)(=[O:28])=[O:27].C(N(CC)CC)C.FC1C=C2C(C=CC(=O)N2CCN2CCC(NCC3C=CC4OCC(=O)NC=4N=3)CC2)=CC=1, predict the reaction product. The product is: [CH2:1]([O:8][C:9]([NH:11][C@@H:12]1[CH2:17][CH2:16][N:15]([CH2:18][CH2:19][O:20][S:26]([CH3:25])(=[O:28])=[O:27])[CH2:14][C@H:13]1[C:21]([O:23][CH3:24])=[O:22])=[O:10])[C:2]1[CH:7]=[CH:6][CH:5]=[CH:4][CH:3]=1. (4) Given the reactants [S:1]=[C:2]1[NH:7][C:6]2[CH:8]=[CH:9][NH:10][C:5]=2[C:4](=[O:11])[N:3]1[C:12]1[CH:17]=[CH:16][C:15]([O:18][CH2:19][C:20]([F:23])([F:22])[F:21])=[CH:14][CH:13]=1.Br[CH2:25][CH2:26][C:27]([O:29][CH2:30][CH3:31])=[O:28].[I-].[Na+].C(N(CC)CC)C, predict the reaction product. The product is: [O:11]=[C:4]1[N:3]([C:12]2[CH:13]=[CH:14][C:15]([O:18][CH2:19][C:20]([F:23])([F:22])[F:21])=[CH:16][CH:17]=2)[C:2]([S:1][CH2:25][CH2:26][C:27]([O:29][CH2:30][CH3:31])=[O:28])=[N:7][C:6]2[CH:8]=[CH:9][NH:10][C:5]1=2.